The task is: Predict the reactants needed to synthesize the given product.. This data is from Full USPTO retrosynthesis dataset with 1.9M reactions from patents (1976-2016). Given the product [Br:1][C:2]1[CH:11]=[CH:10][CH:9]=[C:8]2[C:3]=1[CH2:4][CH2:5][NH:6][CH2:7]2, predict the reactants needed to synthesize it. The reactants are: [Br:1][C:2]1[CH:11]=[CH:10][CH:9]=[C:8]2[C:3]=1[CH:4]=[CH:5][N:6]=[CH:7]2.[BH4-].[Na+].